Dataset: NCI-60 drug combinations with 297,098 pairs across 59 cell lines. Task: Regression. Given two drug SMILES strings and cell line genomic features, predict the synergy score measuring deviation from expected non-interaction effect. (1) Drug 1: C1CCC(C1)C(CC#N)N2C=C(C=N2)C3=C4C=CNC4=NC=N3. Drug 2: CC1=C2C(C(=O)C3(C(CC4C(C3C(C(C2(C)C)(CC1OC(=O)C(C(C5=CC=CC=C5)NC(=O)OC(C)(C)C)O)O)OC(=O)C6=CC=CC=C6)(CO4)OC(=O)C)O)C)O. Cell line: T-47D. Synergy scores: CSS=30.5, Synergy_ZIP=10.4, Synergy_Bliss=10.4, Synergy_Loewe=-21.0, Synergy_HSA=5.81. (2) Drug 1: C1=NC2=C(N1)C(=S)N=CN2. Drug 2: N.N.Cl[Pt+2]Cl. Cell line: CCRF-CEM. Synergy scores: CSS=69.5, Synergy_ZIP=-3.39, Synergy_Bliss=-4.44, Synergy_Loewe=-3.74, Synergy_HSA=-0.546.